This data is from Catalyst prediction with 721,799 reactions and 888 catalyst types from USPTO. The task is: Predict which catalyst facilitates the given reaction. (1) Reactant: [OH:1][C:2]1[CH:9]=[CH:8][C:5]([CH2:6][OH:7])=[CH:4][CH:3]=1.C([O-])([O-])=O.[K+].[K+].Br[CH2:17][C:18]([C:20]1[CH:25]=[CH:24][CH:23]=[CH:22][CH:21]=1)=[O:19]. Product: [OH:7][CH2:6][C:5]1[CH:8]=[CH:9][C:2]([O:1][CH2:17][C:18]([C:20]2[CH:25]=[CH:24][CH:23]=[CH:22][CH:21]=2)=[O:19])=[CH:3][CH:4]=1. The catalyst class is: 10. (2) Reactant: [Br:1][C:2]1[CH:11]=[CH:10][CH:9]=[C:8]2[C:3]=1[CH:4]=[CH:5][N+:6]([O-])=[CH:7]2.O=P(Cl)(Cl)[Cl:15].C([O-])(O)=O.[Na+]. Product: [Br:1][C:2]1[CH:11]=[CH:10][CH:9]=[C:8]2[C:3]=1[CH:4]=[CH:5][N:6]=[C:7]2[Cl:15]. The catalyst class is: 22. (3) Reactant: [F:1][C:2]([F:20])([F:19])[C:3]([N:5]1[CH2:11][CH:10]([CH3:12])[C:9]2[CH:13]=[CH:14][C:15]([O:17][CH3:18])=[CH:16][C:8]=2[CH2:7][CH2:6]1)=[O:4].[Cl:21]N1C(=O)CCC1=O. Product: [F:20][C:2]([F:1])([F:19])[C:3]([N:5]1[CH2:11][CH:10]([CH3:12])[C:9]2[CH:13]=[C:14]([Cl:21])[C:15]([O:17][CH3:18])=[CH:16][C:8]=2[CH2:7][CH2:6]1)=[O:4]. The catalyst class is: 47. (4) Reactant: [CH3:1][Mg+].[Br-].[C:4]([C:7]1[CH:12]=[CH:11][C:10]([C:13]2[CH:14]=[C:15]([C:20]3[CH:25]=[CH:24][C:23]([C:26]([F:29])([F:28])[F:27])=[CH:22][C:21]=3[CH2:30][N:31]3[C@@H:35]([CH3:36])[C@@H:34]([C:37]4[CH:42]=[C:41]([C:43]([F:46])([F:45])[F:44])[CH:40]=[C:39]([C:47]([F:50])([F:49])[F:48])[CH:38]=4)[O:33][C:32]3=[O:51])[C:16]([Cl:19])=[CH:17][CH:18]=2)=[C:9]([CH3:52])[CH:8]=1)(=[O:6])[CH3:5].[Cl-].[NH4+]. Product: [F:44][C:43]([F:46])([F:45])[C:41]1[CH:42]=[C:37]([C@H:34]2[O:33][C:32](=[O:51])[N:31]([CH2:30][C:21]3[CH:22]=[C:23]([C:26]([F:27])([F:28])[F:29])[CH:24]=[CH:25][C:20]=3[C:15]3[C:16]([Cl:19])=[CH:17][CH:18]=[C:13]([C:10]4[CH:11]=[CH:12][C:7]([C:4]([OH:6])([CH3:1])[CH3:5])=[CH:8][C:9]=4[CH3:52])[CH:14]=3)[C@H:35]2[CH3:36])[CH:38]=[C:39]([C:47]([F:49])([F:50])[F:48])[CH:40]=1. The catalyst class is: 1. (5) Reactant: C([O-])=O.[NH4+].C([N:12]1[CH2:17][CH2:16][C:15]([CH2:21][CH2:22][CH2:23][CH3:24])([N:18]([CH3:20])[CH3:19])[CH2:14][CH2:13]1)C1C=CC=CC=1.CO.C(Cl)(Cl)[Cl:28]. Product: [ClH:28].[ClH:28].[CH2:21]([C:15]1([N:18]([CH3:20])[CH3:19])[CH2:16][CH2:17][NH:12][CH2:13][CH2:14]1)[CH2:22][CH2:23][CH3:24]. The catalyst class is: 105.